This data is from Forward reaction prediction with 1.9M reactions from USPTO patents (1976-2016). The task is: Predict the product of the given reaction. (1) Given the reactants [F:1][C:2]1[CH:7]=[CH:6][C:5]([C:8]2[CH:9]=[C:10]([C:15]([O:17]C)=[O:16])[C:11](=[O:14])[NH:12][N:13]=2)=[CH:4][C:3]=1[CH3:19].CS(O[CH2:25][CH2:26][CH2:27][C:28]1[CH:33]=[CH:32][CH:31]=[CH:30][C:29]=1[Cl:34])(=O)=O, predict the reaction product. The product is: [C:15]([C:10]1[C:11](=[O:14])[N:12]([CH2:25][CH2:26][CH2:27][C:28]2[CH:33]=[CH:32][CH:31]=[CH:30][C:29]=2[Cl:34])[N:13]=[C:8]([C:5]2[CH:6]=[CH:7][C:2]([F:1])=[C:3]([CH3:19])[CH:4]=2)[CH:9]=1)([OH:17])=[O:16]. (2) Given the reactants [NH2:1][C:2]1[C:9](I)=[CH:8][C:5]([C:6]#[N:7])=[C:4]([Cl:11])[CH:3]=1.CCN(C(C)C)C(C)C.[C:21]([Si:23]([CH3:26])([CH3:25])[CH3:24])#[CH:22], predict the reaction product. The product is: [NH2:1][C:2]1[C:9]([C:22]#[C:21][Si:23]([CH3:26])([CH3:25])[CH3:24])=[CH:8][C:5]([C:6]#[N:7])=[C:4]([Cl:11])[CH:3]=1. (3) Given the reactants [C:1]1([CH2:7][OH:8])[CH:6]=[CH:5][CH:4]=[CH:3][CH:2]=1.C(N(CC)CC)C.[O:16]=[C:17]1CCC(=O)N1OC(=O)ON1C(=O)CCC1=O.[O:34]1[CH2:39][CH2:38][CH:37]([CH2:40][C@@H:41]2[NH:45][CH:44]([C:46]([OH:48])=[O:47])[CH2:43][S:42]2)[CH2:36][CH2:35]1, predict the reaction product. The product is: [CH2:7]([O:8][C:17]([N:45]1[CH:44]([C:46]([OH:48])=[O:47])[CH2:43][S:42][C@@H:41]1[CH2:40][CH:37]1[CH2:38][CH2:39][O:34][CH2:35][CH2:36]1)=[O:16])[C:1]1[CH:6]=[CH:5][CH:4]=[CH:3][CH:2]=1.